This data is from Reaction yield outcomes from USPTO patents with 853,638 reactions. The task is: Predict the reaction yield, written as a fraction of the theoretical maximum amount of product (1.0 means a 100% yield; for example, 0.34 means a 34% yield). (1) The reactants are [F:1][C:2]1[CH:9]=[C:8]([F:10])[CH:7]=[CH:6][C:3]=1[CH2:4]Br.[CH2:11]([O:13][C:14](=[O:35])[C:15]1[CH:20]=[C:19]([N:21]2[C:25](C)=[CH:24][CH:23]=[C:22]2[C:27]2[CH:32]=[C:31]([Cl:33])[CH:30]=[CH:29][C:28]=2[OH:34])[CH:18]=[N:17][CH:16]=1)[CH3:12].[C:36]([O-])([O-])=O.[K+].[K+]. The catalyst is CN(C=O)C.CCOC(C)=O. The product is [CH2:11]([O:13][C:14](=[O:35])[C:15]1[CH:20]=[C:19]([N:21]2[CH:25]=[CH:24][C:23]([CH3:36])=[C:22]2[C:27]2[CH:32]=[C:31]([Cl:33])[CH:30]=[CH:29][C:28]=2[O:34][CH2:4][C:3]2[CH:6]=[CH:7][C:8]([F:10])=[CH:9][C:2]=2[F:1])[CH:18]=[N:17][CH:16]=1)[CH3:12]. The yield is 0.590. (2) The reactants are CCN(C(C)C)C(C)C.[C:10](OC(=O)C)(=[O:12])[CH3:11].[NH2:17][CH2:18][C:19]1[CH:20]=[C:21]([C:25]2[CH:34]=[C:33]([C:35]([NH:37][CH2:38][C@H:39]3[CH2:44][CH2:43][C@H:42]([CH2:45][NH:46][C:47](=[O:53])[O:48][C:49]([CH3:52])([CH3:51])[CH3:50])[CH2:41][CH2:40]3)=[O:36])[C:32]3[C:27](=[CH:28][CH:29]=[CH:30][CH:31]=3)[N:26]=2)[CH:22]=[CH:23][CH:24]=1. The catalyst is CN(C1C=CN=CC=1)C.C(Cl)Cl.O.CO. The product is [C:10]([NH:17][CH2:18][C:19]1[CH:20]=[C:21]([C:25]2[CH:34]=[C:33]([C:35]([NH:37][CH2:38][C@H:39]3[CH2:44][CH2:43][C@H:42]([CH2:45][NH:46][C:47](=[O:53])[O:48][C:49]([CH3:50])([CH3:52])[CH3:51])[CH2:41][CH2:40]3)=[O:36])[C:32]3[C:27](=[CH:28][CH:29]=[CH:30][CH:31]=3)[N:26]=2)[CH:22]=[CH:23][CH:24]=1)(=[O:12])[CH3:11]. The yield is 0.990. (3) The reactants are [CH3:1][O:2][C:3]1[CH:11]=[C:10]2[C:6]([C:7]([C@H:12]([CH2:16][CH3:17])[C:13]([OH:15])=[O:14])=[CH:8][CH2:9]2)=[CH:5][CH:4]=1.CCN(CC)CC. The catalyst is CCO.C1COCC1. The product is [CH3:1][O:2][C:3]1[CH:11]=[C:10]2[C:6](=[CH:5][CH:4]=1)[C@H:7]([C@H:12]([CH2:16][CH3:17])[C:13]([OH:15])=[O:14])[CH2:8][CH2:9]2. The yield is 0.950. (4) The reactants are Br[C:2]1[C:11]2[C:6](=[CH:7][CH:8]=[CH:9][CH:10]=2)[CH:5]=[CH:4][C:3]=1[O:12][CH2:13][C:14]1[CH:19]=[CH:18][CH:17]=[CH:16][CH:15]=1.[Li]CCCC.[B:25](OC)([O:28]C)[O:26]C. The product is [C:14]1([CH2:13][O:12][C:3]2[CH:4]=[CH:5][C:6]3[C:11](=[CH:10][CH:9]=[CH:8][CH:7]=3)[C:2]=2[B:25]([OH:28])[OH:26])[CH:19]=[CH:18][CH:17]=[CH:16][CH:15]=1. The catalyst is CCOCC. The yield is 0.830. (5) The reactants are [CH:1](=[O:10])/[CH:2]=[CH:3]/[CH:4]=[CH:5]/[CH2:6][CH2:7][CH2:8][CH3:9].[CH:11]([Mg]Br)=[CH2:12].[NH4+].[Cl-]. The catalyst is O1CCCC1. The product is [CH2:11]=[CH:12][CH:1]([OH:10])/[CH:2]=[CH:3]/[CH:4]=[CH:5]/[CH2:6][CH2:7][CH2:8][CH3:9]. The yield is 0.380. (6) The reactants are [CH3:1][O:2][C:3]([C@H:5]1[CH2:10][CH2:9][C@H:8]([C:11](=S)[NH2:12])[CH2:7][CH2:6]1)=[O:4].[C:14]([NH2:17])(=[S:16])[CH3:15].II. The catalyst is CO. The product is [CH3:1][O:2][C:3]([C@H:5]1[CH2:10][CH2:9][C@H:8]([C:11]2[N:17]=[C:14]([CH3:15])[S:16][N:12]=2)[CH2:7][CH2:6]1)=[O:4]. The yield is 0.0500.